Dataset: Reaction yield outcomes from USPTO patents with 853,638 reactions. Task: Predict the reaction yield, written as a fraction of the theoretical maximum amount of product (1.0 means a 100% yield; for example, 0.34 means a 34% yield). (1) The reactants are C(N(CC)CC)C.[C:8]([CH2:10][C:11]([C:13]1[CH:22]=[CH:21][C:16]([C:17]([O:19][CH3:20])=[O:18])=[CH:15][CH:14]=1)=[O:12])#[N:9].[S:23]1CC(O)S[CH2:25][CH:24]1O.O. The catalyst is CN(C)C=O.C(O)(=O)C.C(OCC)(=O)C. The product is [NH2:9][C:8]1[S:23][CH:24]=[CH:25][C:10]=1[C:11]([C:13]1[CH:22]=[CH:21][C:16]([C:17]([O:19][CH3:20])=[O:18])=[CH:15][CH:14]=1)=[O:12]. The yield is 0.590. (2) The reactants are Br[C:2]1[CH:7]=[CH:6][C:5]([C:8]2([C:11]([N:13]3[CH2:17][CH2:16][C@@:15]4([C:21]5[CH:22]=[CH:23][CH:24]=[CH:25][C:20]=5[C:19](=[O:26])[O:18]4)[CH2:14]3)=[O:12])[CH2:10][CH2:9]2)=[CH:4][CH:3]=1.[CH3:27][C:28]1[CH:33]=[CH:32][C:31](/[CH:34]=[CH:35]/B(O)O)=[CH:30][CH:29]=1.C(P(C(C)(C)C)C(C)(C)C)(C)(C)C.[F-].[K+]. The catalyst is O1CCCC1.C1C=CC(/C=C/C(/C=C/C2C=CC=CC=2)=O)=CC=1.C1C=CC(/C=C/C(/C=C/C2C=CC=CC=2)=O)=CC=1.C1C=CC(/C=C/C(/C=C/C2C=CC=CC=2)=O)=CC=1.[Pd].[Pd]. The product is [CH3:27][C:28]1[CH:33]=[CH:32][C:31](/[CH:34]=[CH:35]/[C:2]2[CH:3]=[CH:4][C:5]([C:8]3([C:11]([N:13]4[CH2:17][CH2:16][C@@:15]5([C:21]6[CH:22]=[CH:23][CH:24]=[CH:25][C:20]=6[C:19](=[O:26])[O:18]5)[CH2:14]4)=[O:12])[CH2:10][CH2:9]3)=[CH:6][CH:7]=2)=[CH:30][CH:29]=1. The yield is 0.500. (3) The reactants are [Cl:1][C:2]1[N:6]([CH3:7])[N:5]=[CH:4][C:3]=1[C:8](N(OC)C)=[O:9].[H-].C([Al+]CC(C)C)C(C)C.S([O-])([O-])(=O)=O.[Mg+2]. The catalyst is O1CCCC1. The product is [Cl:1][C:2]1[N:6]([CH3:7])[N:5]=[CH:4][C:3]=1[CH:8]=[O:9]. The yield is 0.430.